This data is from Full USPTO retrosynthesis dataset with 1.9M reactions from patents (1976-2016). The task is: Predict the reactants needed to synthesize the given product. (1) Given the product [CH2:38]([O:42][C:43]([N:45]1[CH2:49][CH2:48][C@H:47]([NH:50][C:51]2[N:52]=[CH:53][C:54]([NH:57][C:58]([C:60]3[N:61]=[C:62]([C:69]4[CH:74]=[CH:73][CH:72]=[CH:71][C:70]=4[O:75][C:76]([F:79])([F:78])[F:77])[O:63][C:64]=3[C:65]([F:66])([F:67])[F:68])=[O:59])=[CH:55][N:56]=2)[CH2:46]1)=[O:44])[CH3:39], predict the reactants needed to synthesize it. The reactants are: C(OC(N1CCNCC1C1C=CC(NC(C2N=C(C3C=CC=CC=3)OC=2C(F)(F)F)=O)=CN=1)=O)(C)(C)C.[C:38]([O:42][C:43]([N:45]1[CH2:49][CH2:48][C@H:47]([NH:50][C:51]2[N:56]=[CH:55][C:54]([NH:57][C:58]([C:60]3[N:61]=[C:62]([C:69]4[CH:74]=[CH:73][CH:72]=[CH:71][C:70]=4[O:75][C:76]([F:79])([F:78])[F:77])[O:63][C:64]=3[C:65]([F:68])([F:67])[F:66])=[O:59])=[CH:53][N:52]=2)[CH2:46]1)=[O:44])(C)(C)[CH3:39].FC(F)(F)OC1C=CC=CC=1C1OC(C(F)(F)F)=C(C(O)=O)N=1.C(OC(N1CC[C@H](NC2N=CC(N)=CN=2)C1)=O)C. (2) Given the product [O:1]1[C:5]2[CH:6]=[CH:7][CH:8]=[CH:9][C:4]=2[C:3]([NH:10][C:11]([N:13]2[CH2:14][CH2:15][N:16]([CH2:19][C:20]3[CH:25]=[CH:24][CH:23]=[C:22]([O:26][CH2:34][C:35]4[CH:40]=[CH:39][CH:38]=[CH:37][C:36]=4[C:41]#[N:42])[CH:21]=3)[CH2:17][CH2:18]2)=[O:12])=[N:2]1, predict the reactants needed to synthesize it. The reactants are: [O:1]1[C:5]2[CH:6]=[CH:7][CH:8]=[CH:9][C:4]=2[C:3]([NH:10][C:11]([N:13]2[CH2:18][CH2:17][N:16]([CH2:19][C:20]3[CH:25]=[CH:24][CH:23]=[C:22]([OH:26])[CH:21]=3)[CH2:15][CH2:14]2)=[O:12])=[N:2]1.C(=O)([O-])[O-].[K+].[K+].Br[CH2:34][C:35]1[C:36]([C:41]#[N:42])=[CH:37][CH:38]=[CH:39][CH:40]=1.O. (3) The reactants are: CCCC[N+](CCCC)(CCCC)CCCC.[F-].[CH:19]1([C@H:25]([CH3:48])[C:26]([N:28]([CH3:47])[CH2:29][C:30](=[O:46])[C:31]2[N:32](S(C3C=CC(C)=CC=3)(=O)=O)[CH:33]=[CH:34][CH:35]=2)=[O:27])[CH2:24][CH2:23][CH2:22][CH2:21][CH2:20]1.O. Given the product [CH:19]1([C@H:25]([CH3:48])[C:26]([N:28]([CH3:47])[CH2:29][C:30](=[O:46])[C:31]2[NH:32][CH:33]=[CH:34][CH:35]=2)=[O:27])[CH2:24][CH2:23][CH2:22][CH2:21][CH2:20]1, predict the reactants needed to synthesize it. (4) Given the product [F:9][C:10]1[CH:17]=[CH:16][C:13]([CH:14]2[C:22]3[C:21](=[O:26])[CH2:20][O:19][CH2:24][C:23]=3[NH:1][C:2]3[N:3]([CH3:8])[O:4][C:5](=[O:7])[C:6]2=3)=[CH:12][C:11]=1[I:18], predict the reactants needed to synthesize it. The reactants are: [NH2:1][C:2]1[N:3]([CH3:8])[O:4][C:5](=[O:7])[CH:6]=1.[F:9][C:10]1[CH:17]=[CH:16][C:13]([CH:14]=O)=[CH:12][C:11]=1[I:18].[O:19]1[CH2:24][C:23](=O)[CH2:22][C:21](=[O:26])[CH2:20]1. (5) Given the product [NH2:2][CH2:1][C:3]1[CH:23]=[CH:22][C:6]([C:7]([N:9]([C:11]2[CH:16]=[CH:15][CH:14]=[CH:13][C:12]=2[C:17]2[O:18][CH:19]=[CH:20][CH:21]=2)[CH3:10])=[O:8])=[CH:5][C:4]=1[CH3:24], predict the reactants needed to synthesize it. The reactants are: [C:1]([C:3]1[CH:23]=[CH:22][C:6]([C:7]([N:9]([C:11]2[CH:16]=[CH:15][CH:14]=[CH:13][C:12]=2[C:17]2[O:18][CH:19]=[CH:20][CH:21]=2)[CH3:10])=[O:8])=[CH:5][C:4]=1[CH3:24])#[N:2].[BH4-].[Na+].N. (6) Given the product [C:8]([Cl:2])(=[O:4])[C:7]1[CH:6]=[CH:5][CH:14]=[N:11][CH:9]=1, predict the reactants needed to synthesize it. The reactants are: C(Cl)[Cl:2].[O:4]1[CH2:8][CH2:7][CH2:6][CH2:5]1.[CH2:9]([N:11]([CH2:14]C)CC)C. (7) Given the product [F:17][C:18]1[CH:26]=[CH:25][C:24]2[C:20](=[CH:21][N:22]([CH3:27])[N:23]=2)[C:19]=1/[CH:28]=[CH:11]/[C:12]([O:14][CH2:15][CH3:16])=[O:13], predict the reactants needed to synthesize it. The reactants are: [H-].[Na+].C(OP([CH2:11][C:12]([O:14][CH2:15][CH3:16])=[O:13])(OCC)=O)C.[F:17][C:18]1[CH:26]=[CH:25][C:24]2[C:20](=[CH:21][N:22]([CH3:27])[N:23]=2)[C:19]=1[CH:28]=O.O. (8) Given the product [C:29]([CH2:28][C@H:25]1[CH2:24][CH2:23][C:22]2[S:21][C:20]3[N:19]=[CH:18][N:17]=[C:16]([O:15][CH:12]4[CH2:13][CH2:14][CH:9]([N:8]([CH3:32])[C:6](=[O:7])[O:5][C:1]([CH3:4])([CH3:3])[CH3:2])[CH2:10][CH2:11]4)[C:27]=3[C:26]1=2)(=[O:31])[NH2:39], predict the reactants needed to synthesize it. The reactants are: [C:1]([O:5][C:6]([N:8]([CH3:32])[CH:9]1[CH2:14][CH2:13][CH:12]([O:15][C:16]2[C:27]3[C:26]4[C@@H:25]([CH2:28][C:29]([OH:31])=O)[CH2:24][CH2:23][C:22]=4[S:21][C:20]=3[N:19]=[CH:18][N:17]=2)[CH2:11][CH2:10]1)=[O:7])([CH3:4])([CH3:3])[CH3:2].C1C=CC2N(O)N=[N:39]C=2C=1.CCN=C=NCCCN(C)C.[NH4+].[Cl-]. (9) Given the product [Br:1][C:2]1[CH:7]=[CH:6][C:5]([O:8][CH2:38][C:34]2[CH:33]=[N:32][CH:37]=[CH:36][CH:35]=2)=[C:4]([C:9]([F:10])([F:11])[F:12])[CH:3]=1, predict the reactants needed to synthesize it. The reactants are: [Br:1][C:2]1[CH:7]=[CH:6][C:5]([OH:8])=[C:4]([C:9]([F:12])([F:11])[F:10])[CH:3]=1.C1(P(C2C=CC=CC=2)C2C=CC=CC=2)C=CC=CC=1.[N:32]1[CH:37]=[CH:36][CH:35]=[C:34]([CH2:38]O)[CH:33]=1.N(C(OC(C)C)=O)=NC(OC(C)C)=O.